From a dataset of TCR-epitope binding with 47,182 pairs between 192 epitopes and 23,139 TCRs. Binary Classification. Given a T-cell receptor sequence (or CDR3 region) and an epitope sequence, predict whether binding occurs between them. (1) Result: 1 (the TCR binds to the epitope). The TCR CDR3 sequence is CASSVLYLNEQFF. The epitope is RLRAEAQVK. (2) The TCR CDR3 sequence is CASSHLGGGNNEQFF. The epitope is FTISVTTEIL. Result: 0 (the TCR does not bind to the epitope).